This data is from Full USPTO retrosynthesis dataset with 1.9M reactions from patents (1976-2016). The task is: Predict the reactants needed to synthesize the given product. (1) Given the product [CH2:20]([O:11][C:10]1[C:3]([CH2:1][CH3:2])=[C:4]([C:7]([CH2:12][CH3:13])=[CH:8][CH:9]=1)[CH:5]=[O:6])[C:21]1[CH:26]=[CH:25][CH:24]=[CH:23][CH:22]=1, predict the reactants needed to synthesize it. The reactants are: [CH2:1]([C:3]1[C:10]([OH:11])=[CH:9][CH:8]=[C:7]([CH2:12][CH3:13])[C:4]=1[CH:5]=[O:6])[CH3:2].C(=O)([O-])[O-].[Cs+].[Cs+].[CH2:20](Br)[C:21]1[CH:26]=[CH:25][CH:24]=[CH:23][CH:22]=1. (2) Given the product [Br:26][C:18]1[C:2]2[C:3](=[N:4][CH:5]=[C:6]([CH2:7][NH:8][C:9](=[O:15])[O:10][C:11]([CH3:14])([CH3:13])[CH3:12])[N:1]=2)[NH:16][CH:17]=1, predict the reactants needed to synthesize it. The reactants are: [N:1]1[C:6]([CH2:7][NH:8][C:9](=[O:15])[O:10][C:11]([CH3:14])([CH3:13])[CH3:12])=[CH:5][N:4]=[C:3]2[NH:16][CH:17]=[CH:18][C:2]=12.C1C(=O)N([Br:26])C(=O)C1. (3) Given the product [CH3:17][O:18][C:2]1[CH:3]=[C:4]([NH2:11])[C:5]([N+:8]([O-:10])=[O:9])=[N:6][CH:7]=1, predict the reactants needed to synthesize it. The reactants are: Br[C:2]1[CH:3]=[C:4]([NH:11]C(=O)OCC)[C:5]([N+:8]([O-:10])=[O:9])=[N:6][CH:7]=1.[CH3:17][O-:18].[Na+].CO. (4) Given the product [F:15][C:4]1[C:3]([CH2:2][CH:22]=[CH2:23])=[C:12]2[C:7]([N:8]=[CH:9][C:10]([O:13][CH3:14])=[N:11]2)=[CH:6][CH:5]=1, predict the reactants needed to synthesize it. The reactants are: Br[CH2:2][C:3]1[C:4]([F:15])=[CH:5][CH:6]=[C:7]2[C:12]=1[N:11]=[C:10]([O:13][CH3:14])[CH:9]=[N:8]2.B1(C=C)OB([CH:22]=[CH2:23])OB(C=C)O1.C1C=CN=CC=1.C(=O)([O-])[O-].[K+].[K+].C(OCC)(=O)C. (5) The reactants are: [Br:1][C:2]1[N:7]=[C:6]([C:8]([OH:10])=[O:9])[C:5]([Cl:11])=[CH:4][CH:3]=1.S(=O)(=O)(O)O.[CH2:17](O)[CH3:18]. Given the product [Br:1][C:2]1[N:7]=[C:6]([C:8]([O:10][CH2:17][CH3:18])=[O:9])[C:5]([Cl:11])=[CH:4][CH:3]=1, predict the reactants needed to synthesize it. (6) The reactants are: Br[C:2]1[CH:3]=[N:4][CH:5]=[C:6]([N+:8]([O-:10])=[O:9])[CH:7]=1.[Cl:11][C:12]1[CH:17]=[CH:16][C:15]([C:18]#[CH:19])=[CH:14][CH:13]=1.C1(P(C2C=CC=CC=2)C2C3OC4C(=CC=CC=4P(C4C=CC=CC=4)C4C=CC=CC=4)C(C)(C)C=3C=CC=2)C=CC=CC=1.C([O-])([O-])=O.[Cs+].[Cs+]. Given the product [Cl:11][C:12]1[CH:17]=[CH:16][C:15]([C:18]#[C:19][C:2]2[CH:3]=[N:4][CH:5]=[C:6]([N+:8]([O-:10])=[O:9])[CH:7]=2)=[CH:14][CH:13]=1, predict the reactants needed to synthesize it. (7) The reactants are: CS([C:4]1[N:9]=[CH:8][C:7]2=[CH:10][CH:11]=[C:12]([C:13]3[CH:18]=[CH:17][CH:16]=[CH:15][C:14]=3[O:19][CH3:20])[N:6]2[N:5]=1)=O.C(N(CC)C(C)C)(C)C.[N:30]1([CH:36]2[CH2:41][CH2:40][N:39]([C:42]3[CH:47]=[CH:46][C:45]([NH2:48])=[CH:44][CH:43]=3)[CH2:38][CH2:37]2)[CH2:35][CH2:34][O:33][CH2:32][CH2:31]1.COCC(O)C. Given the product [CH3:20][O:19][C:14]1[CH:15]=[CH:16][CH:17]=[CH:18][C:13]=1[C:12]1[N:6]2[C:7]([CH:8]=[N:9][C:4]([NH:48][C:45]3[CH:46]=[CH:47][C:42]([N:39]4[CH2:38][CH2:37][CH:36]([N:30]5[CH2:35][CH2:34][O:33][CH2:32][CH2:31]5)[CH2:41][CH2:40]4)=[CH:43][CH:44]=3)=[N:5]2)=[CH:10][CH:11]=1, predict the reactants needed to synthesize it.